Dataset: Forward reaction prediction with 1.9M reactions from USPTO patents (1976-2016). Task: Predict the product of the given reaction. (1) Given the reactants [OH:1][C:2]1[CH:3]=[CH:4][C:5]([O:11][CH2:12][C:13]2[CH:18]=[CH:17][C:16]([O:19][CH2:20][C:21]3[N:22]=[C:23]([C:27]4[CH:32]=[CH:31][CH:30]=[CH:29][CH:28]=4)[O:24][C:25]=3[CH3:26])=[CH:15][CH:14]=2)=[C:6](CC#N)[CH:7]=1.[CH2:33]([OH:35])[CH3:34].[OH-:36].[K+].Cl, predict the reaction product. The product is: [OH:35][C:33]1[CH:7]=[CH:6][C:5]([O:11][CH2:12][C:13]2[CH:14]=[CH:15][C:16]([O:19][CH2:20][C:21]3[N:22]=[C:23]([C:27]4[CH:32]=[CH:31][CH:30]=[CH:29][CH:28]=4)[O:24][C:25]=3[CH3:26])=[CH:17][CH:18]=2)=[C:4]([CH2:3][C:2]([OH:1])=[O:36])[CH:34]=1. (2) Given the reactants O[C:2]1[C:3]([CH2:11][CH:12]([CH3:14])[CH3:13])=[C:4]([CH:8]=[CH:9][CH:10]=1)C(N)=O.[F:15][C:16]([F:29])([F:28])[S:17]([O:20]S(C(F)(F)F)(=O)=O)(=[O:19])=[O:18].[N:30]1C=CC=C[CH:31]=1, predict the reaction product. The product is: [F:15][C:16]([F:29])([F:28])[S:17]([O:20][C:9]1[CH:10]=[CH:2][C:3]([CH2:11][CH:12]([CH3:13])[CH3:14])=[CH:4][C:8]=1[C:31]#[N:30])(=[O:19])=[O:18].